Predict the reaction yield, written as a fraction of the theoretical maximum amount of product (1.0 means a 100% yield; for example, 0.34 means a 34% yield). From a dataset of Reaction yield outcomes from USPTO patents with 853,638 reactions. (1) The yield is 0.330. The catalyst is CN(C=O)C.C([O-])(=O)C.[Pd+2].C([O-])(=O)C. The reactants are Cl[C:2]1[CH:3]=[CH:4][C:5]([N+:10]([O-:12])=[O:11])=[C:6]([O:8][CH3:9])[CH:7]=1.[P:13]([O-:20])([O:17][CH2:18][CH3:19])[O:14][CH2:15][CH3:16].CC1(C)C2C(=C(P(C3C=CC=CC=3)C3C=CC=CC=3)C=CC=2)OC2C(P(C3C=CC=CC=3)C3C=CC=CC=3)=CC=CC1=2.P([O-])([O-])([O-])=O.[K+].[K+].[K+]. The product is [CH3:9][O:8][C:6]1[CH:7]=[C:2]([P:13](=[O:20])([O:17][CH2:18][CH3:19])[O:14][CH2:15][CH3:16])[CH:3]=[CH:4][C:5]=1[N+:10]([O-:12])=[O:11]. (2) The reactants are C([N:8]1[C:12]2[N:13]=[C:14]([NH:27][C:28]3[CH:35]=[CH:34][C:31]([C:32]#[N:33])=[CH:30][CH:29]=3)[N:15]=[C:16]([S:17][C:18]3[C:23]([CH3:24])=[CH:22][C:21]([CH3:25])=[CH:20][C:19]=3[CH3:26])[C:11]=2[CH:10]=[CH:9]1)C1C=CC=CC=1.[Cl-].[Al+3].[Cl-].[Cl-]. The catalyst is ClC1C=CC=CC=1Cl. The product is [CH3:26][C:19]1[CH:20]=[C:21]([CH3:25])[CH:22]=[C:23]([CH3:24])[C:18]=1[S:17][C:16]1[C:11]2[CH:10]=[CH:9][NH:8][C:12]=2[N:13]=[C:14]([NH:27][C:28]2[CH:29]=[CH:30][C:31]([C:32]#[N:33])=[CH:34][CH:35]=2)[N:15]=1. The yield is 0.340. (3) The reactants are [CH3:1][C:2]1[O:6][N:5]=[CH:4][C:3]=1[C:7]([OH:9])=O.ClC1N=C(OC)N=C(OC)N=1.CN1CCOCC1.[F:28][C:29]1[CH:30]=[C:31]([NH2:45])[CH:32]=[CH:33][C:34]=1[C:35]1[N:39]([CH3:40])[N:38]=[C:37]([C:41]([F:44])([F:43])[F:42])[CH:36]=1.CC(=O)OCC.[Cl-].[Na+].O. The catalyst is C(Cl)Cl. The product is [F:28][C:29]1[CH:30]=[C:31]([NH:45][C:7]([C:3]2[CH:4]=[N:5][O:6][C:2]=2[CH3:1])=[O:9])[CH:32]=[CH:33][C:34]=1[C:35]1[N:39]([CH3:40])[N:38]=[C:37]([C:41]([F:43])([F:44])[F:42])[CH:36]=1. The yield is 0.635. (4) The reactants are Br[C:2]1[CH:3]=[C:4]2[CH2:10][C:9]3([CH:15]4[CH2:16][CH2:17][N:12]([CH2:13][CH2:14]4)[CH2:11]3)[O:8][C:5]2=[N:6][CH:7]=1.[C:18]1(C)C=CC=CC=1P(C1C=CC=CC=1C)C1C=CC=CC=1C.[Cl-].[Li+].C[Sn](C)(C)C. The catalyst is COCCOCCOC.C(Cl)(Cl)Cl.CO. The product is [CH3:18][C:2]1[CH:3]=[C:4]2[CH2:10][C:9]3([CH:15]4[CH2:16][CH2:17][N:12]([CH2:13][CH2:14]4)[CH2:11]3)[O:8][C:5]2=[N:6][CH:7]=1. The yield is 0.760. (5) The reactants are [CH2:1]([O:3][C:4]1[CH:5]=[C:6]([CH:9]=[C:10]([N+:13]([O-:15])=[O:14])[C:11]=1[OH:12])[CH:7]=O)[CH3:2].C(N[N:19](NCC)[C:20](=[O:24])[CH2:21][C:22]#[N:23])C.[C:28](O)(=O)[CH3:29].N1CCC[CH2:34][CH2:33]1. The product is [CH2:33]([N:19]([CH2:28][CH3:29])[C:20](=[O:24])[C:21]([C:22]#[N:23])=[CH:7][C:6]1[CH:9]=[C:10]([N+:13]([O-:15])=[O:14])[C:11]([OH:12])=[C:4]([O:3][CH2:1][CH3:2])[CH:5]=1)[CH3:34]. The catalyst is O.C1(C)C=CC=CC=1. The yield is 0.950. (6) The reactants are [F:1][C:2]([F:21])([C:17]([F:20])([F:19])[F:18])[CH2:3][CH2:4][CH2:5][CH:6]([C:12]([O:14][CH2:15][CH3:16])=[O:13])[C:7]([O:9][CH2:10][CH3:11])=[O:8].[H-].[Na+].Br[CH2:25][CH2:26][CH2:27][CH2:28][CH:29]=[CH2:30].O. The catalyst is CS(C)=O. The product is [CH2:30]([C:6]([CH2:5][CH2:4][CH2:3][C:2]([F:21])([F:1])[C:17]([F:18])([F:19])[F:20])([C:7]([O:9][CH2:10][CH3:11])=[O:8])[C:12]([O:14][CH2:15][CH3:16])=[O:13])[CH2:29][CH2:28][CH2:27][CH:26]=[CH2:25]. The yield is 0.770. (7) The reactants are [CH2:1]([NH2:4])[CH2:2][NH2:3].C[Al](C)C.[F:9][C:10]([CH3:41])([CH3:40])[CH2:11][CH2:12][CH:13]1[C:17](=O)[O:16][CH:15]([CH:19]([NH:27][C:28]([C:30]2[CH:39]=[N:38][C:37]3[C:32](=[CH:33][CH:34]=[CH:35][CH:36]=3)[N:31]=2)=[O:29])[CH2:20][C:21]2[CH:26]=[CH:25][CH:24]=[CH:23][CH:22]=2)[CH2:14]1. The catalyst is C1(C)C=CC=CC=1. The product is [CH2:20]([CH:19]([NH:27][C:28]([C:30]1[CH:39]=[N:38][C:37]2[C:32](=[CH:33][CH:34]=[CH:35][CH:36]=2)[N:31]=1)=[O:29])[CH:15]([OH:16])[CH2:14][CH:13]([C:17]1[NH:3][CH2:2][CH2:1][N:4]=1)[CH2:12][CH2:11][C:10]([F:9])([CH3:41])[CH3:40])[C:21]1[CH:22]=[CH:23][CH:24]=[CH:25][CH:26]=1. The yield is 0.170.